From a dataset of Merck oncology drug combination screen with 23,052 pairs across 39 cell lines. Regression. Given two drug SMILES strings and cell line genomic features, predict the synergy score measuring deviation from expected non-interaction effect. (1) Drug 1: C=CCn1c(=O)c2cnc(Nc3ccc(N4CCN(C)CC4)cc3)nc2n1-c1cccc(C(C)(C)O)n1. Drug 2: Cn1cc(-c2cnn3c(N)c(Br)c(C4CCCNC4)nc23)cn1. Cell line: KPL1. Synergy scores: synergy=18.1. (2) Cell line: LOVO. Drug 1: CC(C)CC(NC(=O)C(Cc1ccccc1)NC(=O)c1cnccn1)B(O)O. Synergy scores: synergy=0.985. Drug 2: COC1=C2CC(C)CC(OC)C(O)C(C)C=C(C)C(OC(N)=O)C(OC)C=CC=C(C)C(=O)NC(=CC1=O)C2=O.